From a dataset of Forward reaction prediction with 1.9M reactions from USPTO patents (1976-2016). Predict the product of the given reaction. Given the reactants [OH:1]/[N:2]=[CH:3]/[C:4]1[CH:5]=[C:6]2[C:10](=[CH:11][CH:12]=1)[N:9]([C:13]([O:15][C:16]([CH3:19])([CH3:18])[CH3:17])=[O:14])[CH2:8][CH2:7]2.ClN1C(=O)CCC1=O.[Cl:28][C:29]1[CH:34]=[C:33]([C:35]([C:37]([F:40])([F:39])[F:38])=[CH2:36])[CH:32]=[C:31]([Cl:41])[CH:30]=1.[K], predict the reaction product. The product is: [Cl:28][C:29]1[CH:34]=[C:33]([C:35]2([C:37]([F:40])([F:38])[F:39])[O:1][N:2]=[C:3]([C:4]3[CH:5]=[C:6]4[C:10](=[CH:11][CH:12]=3)[N:9]([C:13]([O:15][C:16]([CH3:19])([CH3:18])[CH3:17])=[O:14])[CH2:8][CH2:7]4)[CH2:36]2)[CH:32]=[C:31]([Cl:41])[CH:30]=1.